Task: Predict the product of the given reaction.. Dataset: Forward reaction prediction with 1.9M reactions from USPTO patents (1976-2016) (1) Given the reactants [CH:1]1[CH:2]=[CH:3][C:4]2N(O)N=N[C:5]=2[CH:6]=1.C(Cl)CCl.[C:15](O)(=[O:22])C1C=CC=NC=1.[F:24][C:25]1[CH:30]=[CH:29][C:28]([CH:31]([C:35]2[CH:40]=[CH:39][C:38]([F:41])=[CH:37][CH:36]=2)[CH2:32][CH2:33][NH2:34])=[CH:27][CH:26]=1.CCN(C(C)C)C(C)C, predict the reaction product. The product is: [F:24][C:25]1[CH:30]=[CH:29][C:28]([CH:31]([C:35]2[CH:36]=[CH:37][C:38]([F:41])=[CH:39][CH:40]=2)[CH2:32][CH2:33][NH:34][C:15](=[O:22])[C:5]2[CH:4]=[CH:3][CH:2]=[CH:1][CH:6]=2)=[CH:27][CH:26]=1. (2) The product is: [C:23]([O:22][C:20]([N:17]1[CH2:16][CH2:15][C:13]2([CH2:12][N:11]([C@H:7]3[C:8]4[C:4](=[CH:3][C:2]([C:53]5[CH:58]=[C:57]([CH3:59])[N:56]=[CH:55][N:54]=5)=[CH:10][CH:9]=4)[CH2:5][CH2:6]3)[CH2:14]2)[CH2:19][CH2:18]1)=[O:21])([CH3:25])([CH3:24])[CH3:26]. Given the reactants Br[C:2]1[CH:3]=[C:4]2[C:8](=[CH:9][CH:10]=1)[C@H:7]([N:11]1[CH2:14][C:13]3([CH2:19][CH2:18][N:17]([C:20]([O:22][C:23]([CH3:26])([CH3:25])[CH3:24])=[O:21])[CH2:16][CH2:15]3)[CH2:12]1)[CH2:6][CH2:5]2.C([O-])(=O)C.[K+].B1(B2OC(C)(C)C(C)(C)O2)OC(C)(C)C(C)(C)O1.[OH-].[Na+].Cl[C:53]1[CH:58]=[C:57]([CH3:59])[N:56]=[CH:55][N:54]=1.Cl, predict the reaction product. (3) Given the reactants [CH2:1]([OH:5])[CH2:2][CH2:3][CH3:4].[H-].[Na+].Cl[C:9]1[C:14]([C:15]#[N:16])=[CH:13][CH:12]=[CH:11][N:10]=1.O, predict the reaction product. The product is: [CH2:1]([O:5][C:9]1[N:10]=[CH:11][CH:12]=[CH:13][C:14]=1[C:15]#[N:16])[CH2:2][CH2:3][CH3:4]. (4) Given the reactants [CH:1]([N:4]1[C:8]([C:9]2[N:10]=[C:11]3[C:17]4[CH:18]=[CH:19][C:20]([CH2:22][CH2:23][C:24]([O:26]C)=[O:25])=[CH:21][C:16]=4[O:15][CH2:14][CH2:13][N:12]3[CH:28]=2)=[N:7][C:6]([CH3:29])=[N:5]1)([CH3:3])[CH3:2].[OH-].[Li+], predict the reaction product. The product is: [CH:1]([N:4]1[C:8]([C:9]2[N:10]=[C:11]3[C:17]4[CH:18]=[CH:19][C:20]([CH2:22][CH2:23][C:24]([OH:26])=[O:25])=[CH:21][C:16]=4[O:15][CH2:14][CH2:13][N:12]3[CH:28]=2)=[N:7][C:6]([CH3:29])=[N:5]1)([CH3:3])[CH3:2]. (5) Given the reactants Cl.[CH2:2]([C:4]1[S:24][C:7]2[N:8]=[C:9]([S:18][CH2:19][C:20]([O:22][CH3:23])=[O:21])[N:10]=[C:11]([N:12]3[CH2:17][CH2:16][NH:15][CH2:14][CH2:13]3)[C:6]=2[CH:5]=1)[CH3:3].C(N(C(C)C)CC)(C)C.[CH3:34][N:35]([CH3:45])[C:36]1[CH:37]=[C:38]([CH:42]=[CH:43][CH:44]=1)[C:39](O)=[O:40].CN(C(ON1N=NC2C=CC=NC1=2)=[N+](C)C)C.F[P-](F)(F)(F)(F)F, predict the reaction product. The product is: [CH3:34][N:35]([CH3:45])[C:36]1[CH:37]=[C:38]([CH:42]=[CH:43][CH:44]=1)[C:39]([N:15]1[CH2:16][CH2:17][N:12]([C:11]2[C:6]3[CH:5]=[C:4]([CH2:2][CH3:3])[S:24][C:7]=3[N:8]=[C:9]([S:18][CH2:19][C:20]([O:22][CH3:23])=[O:21])[N:10]=2)[CH2:13][CH2:14]1)=[O:40]. (6) Given the reactants [Cl:1][C:2]1[CH:3]=[C:4]([NH:12][C:13]2[C:18]([C:19]#[N:20])=[CH:17][N:16]=[CH:15][C:14]=2I)[C:5]([CH3:11])=[C:6]2[C:10]=1[NH:9][CH:8]=[CH:7]2.[O:22]1[C:26]2[CH:27]=[CH:28][CH:29]=[CH:30][C:25]=2[CH:24]=[C:23]1B(O)O.C(OCC)(=O)C, predict the reaction product. The product is: [O:22]1[C:26]2[CH:27]=[CH:28][CH:29]=[CH:30][C:25]=2[CH:24]=[C:23]1[C:14]1[CH:15]=[N:16][CH:17]=[C:18]([C:13]=1[NH:12][C:4]1[C:5]([CH3:11])=[C:6]2[C:10](=[C:2]([Cl:1])[CH:3]=1)[NH:9][CH:8]=[CH:7]2)[C:19]#[N:20]. (7) Given the reactants [OH:1][CH:2]([CH:4]1[CH2:9][CH2:8][CH2:7][N:6]([C:10]([O:12][C:13]([CH3:16])([CH3:15])[CH3:14])=[O:11])[CH2:5]1)[CH3:3].[CH3:17][S:18](Cl)(=[O:20])=[O:19].O, predict the reaction product. The product is: [CH3:17][S:18]([O:1][CH:2]([CH:4]1[CH2:9][CH2:8][CH2:7][N:6]([C:10]([O:12][C:13]([CH3:15])([CH3:14])[CH3:16])=[O:11])[CH2:5]1)[CH3:3])(=[O:20])=[O:19]. (8) Given the reactants [NH2:1][CH2:2][C:3]1[CH:31]=[CH:30][C:6]([C:7]([NH:9][C:10]2[CH:15]=[C:14]([Cl:16])[C:13]([Cl:17])=[CH:12][C:11]=2[N:18]2[CH2:23][CH2:22][N:21]([CH2:24][CH2:25][C:26]([F:29])([F:28])[F:27])[CH2:20][CH2:19]2)=[O:8])=[C:5]([F:32])[C:4]=1[F:33].[C:34](=O)(ON1C(=O)CCC1=O)[O:35]N1C(=O)CCC1=O.[NH:52]1[CH2:57][CH2:56][CH:55]([CH2:58][OH:59])[CH2:54][CH2:53]1, predict the reaction product. The product is: [Cl:17][C:13]1[C:14]([Cl:16])=[CH:15][C:10]([NH:9][C:7]([C:6]2[CH:30]=[CH:31][C:3]([CH2:2][NH:1][C:34]([N:52]3[CH2:57][CH2:56][CH:55]([CH2:58][OH:59])[CH2:54][CH2:53]3)=[O:35])=[C:4]([F:33])[C:5]=2[F:32])=[O:8])=[C:11]([N:18]2[CH2:23][CH2:22][N:21]([CH2:24][CH2:25][C:26]([F:28])([F:29])[F:27])[CH2:20][CH2:19]2)[CH:12]=1. (9) Given the reactants [NH:1]1[CH:5]=[N:4][CH:3]=[N:2]1.C(=O)([O-])[O-].[K+].[K+].CN(C=O)C.[N+:17]([C:20]1[CH:27]=[CH:26][C:23]([CH2:24]Br)=[CH:22][CH:21]=1)([O-:19])=[O:18], predict the reaction product. The product is: [N+:17]([C:20]1[CH:27]=[CH:26][C:23]([CH2:24][N:1]2[CH:5]=[N:4][CH:3]=[N:2]2)=[CH:22][CH:21]=1)([O-:19])=[O:18].